Dataset: Reaction yield outcomes from USPTO patents with 853,638 reactions. Task: Predict the reaction yield, written as a fraction of the theoretical maximum amount of product (1.0 means a 100% yield; for example, 0.34 means a 34% yield). (1) The reactants are [CH:1]1([C:4]2[C:5]([NH:24][S:25]([CH3:28])(=[O:27])=[O:26])=[CH:6][C:7]3[O:11][C:10]([C:12]4[CH:17]=[CH:16][C:15]([F:18])=[CH:14][CH:13]=4)=[C:9]([C:19]([NH:21][CH3:22])=[O:20])[C:8]=3[CH:23]=2)[CH2:3][CH2:2]1.[CH2:29]([O:36][C:37]1[CH:42]=[CH:41][C:40](B(O)O)=[CH:39][C:38]=1[Cl:46])[C:30]1[CH:35]=[CH:34][CH:33]=[CH:32][CH:31]=1.C(N(CC)CC)C. The catalyst is C(Cl)Cl.C([O-])(=O)C.[Cu+2].C([O-])(=O)C. The product is [CH2:29]([O:36][C:37]1[CH:42]=[CH:41][C:40]([N:24]([C:5]2[C:4]([CH:1]3[CH2:3][CH2:2]3)=[CH:23][C:8]3[C:9]([C:19]([NH:21][CH3:22])=[O:20])=[C:10]([C:12]4[CH:17]=[CH:16][C:15]([F:18])=[CH:14][CH:13]=4)[O:11][C:7]=3[CH:6]=2)[S:25]([CH3:28])(=[O:27])=[O:26])=[CH:39][C:38]=1[Cl:46])[C:30]1[CH:31]=[CH:32][CH:33]=[CH:34][CH:35]=1. The yield is 0.540. (2) The product is [OH:1][CH2:2][C@H:3]([NH:14][C:15]([C:17]1[CH:18]=[C:19]([C:33]2[CH:34]=[C:35]([O:39][CH3:40])[C:36]([O:37][CH3:38])=[C:31]([O:30][CH3:29])[CH:32]=2)[CH:20]=[C:21]2[C:26]=1[O:25][CH:24]([CH3:27])[CH:23]=[CH:22]2)=[O:16])[CH2:4][C:5]1[C:13]2[C:8](=[CH:9][CH:10]=[CH:11][CH:12]=2)[NH:7][CH:6]=1. The reactants are [OH:1][CH2:2][C@H:3]([NH:14][C:15]([C:17]1[CH:18]=[C:19](I)[CH:20]=[C:21]2[C:26]=1[O:25][CH:24]([CH3:27])[CH:23]=[CH:22]2)=[O:16])[CH2:4][C:5]1[C:13]2[C:8](=[CH:9][CH:10]=[CH:11][CH:12]=2)[NH:7][CH:6]=1.[CH3:29][O:30][C:31]1[CH:32]=[C:33](B(O)O)[CH:34]=[C:35]([O:39][CH3:40])[C:36]=1[O:37][CH3:38].C(=O)([O-])[O-].[Na+].[Na+]. The catalyst is C(O)C.C1(C)C=CC=CC=1.C1C=CC([P]([Pd]([P](C2C=CC=CC=2)(C2C=CC=CC=2)C2C=CC=CC=2)([P](C2C=CC=CC=2)(C2C=CC=CC=2)C2C=CC=CC=2)[P](C2C=CC=CC=2)(C2C=CC=CC=2)C2C=CC=CC=2)(C2C=CC=CC=2)C2C=CC=CC=2)=CC=1. The yield is 0.890. (3) The catalyst is ClCCl.O1CCCC1. The product is [O:1]=[C:6]([NH:60][C:59]1[NH:55][N:56]=[CH:57][CH:58]=1)[C:7]([C@@H:9]([NH:14][C:15](=[O:35])[O:16][C@H:17]([CH2:22][C:23]1[O:24][C:25]([C:28]2[CH:29]=[CH:30][C:31]([F:34])=[CH:32][CH:33]=2)=[N:26][N:27]=1)[C:18]([CH3:20])([CH3:19])[CH3:21])[CH2:10][CH2:11][CH2:12][CH3:13])=[O:8]. The reactants are [O:1]=[O+][O-].C([C:6](=P(C1C=CC=CC=1)(C1C=CC=CC=1)C1C=CC=CC=1)[C:7]([C@@H:9]([NH:14][C:15](=[O:35])[O:16][C@@H:17]([CH2:22][C:23]1[O:24][C:25]([C:28]2[CH:33]=[CH:32][C:31]([F:34])=[CH:30][CH:29]=2)=[N:26][N:27]=1)[C:18]([CH3:21])([CH3:20])[CH3:19])[CH2:10][CH2:11][CH2:12][CH3:13])=[O:8])#N.[NH:55]1[C:59]([NH2:60])=[CH:58][CH:57]=[N:56]1. The yield is 0.360. (4) The reactants are C(=O)([O-])[O-].[K+].[K+].[Br:7][C:8]1[CH:27]=[CH:26][C:11]([NH:12][C:13]2[C:22]3[C:17](=[CH:18][C:19]([OH:25])=[C:20]([O:23][CH3:24])[CH:21]=3)[N:16]=[CH:15][N:14]=2)=[C:10]([F:28])[CH:9]=1.[C:29]([O:33][C:34]([N:36]1[CH2:41][CH2:40][CH:39]([CH2:42]OS(C2C=CC(C)=CC=2)(=O)=O)[CH2:38][CH2:37]1)=[O:35])([CH3:32])([CH3:31])[CH3:30].O. The catalyst is CN(C=O)C. The product is [Br:7][C:8]1[CH:27]=[CH:26][C:11]([NH:12][C:13]2[C:22]3[C:17](=[CH:18][C:19]([O:25][CH2:42][CH:39]4[CH2:40][CH2:41][N:36]([C:34]([O:33][C:29]([CH3:30])([CH3:32])[CH3:31])=[O:35])[CH2:37][CH2:38]4)=[C:20]([O:23][CH3:24])[CH:21]=3)[N:16]=[CH:15][N:14]=2)=[C:10]([F:28])[CH:9]=1. The yield is 0.790.